Dataset: NCI-60 drug combinations with 297,098 pairs across 59 cell lines. Task: Regression. Given two drug SMILES strings and cell line genomic features, predict the synergy score measuring deviation from expected non-interaction effect. (1) Drug 1: CC(CN1CC(=O)NC(=O)C1)N2CC(=O)NC(=O)C2. Drug 2: CCC1=C2CN3C(=CC4=C(C3=O)COC(=O)C4(CC)O)C2=NC5=C1C=C(C=C5)O. Cell line: HOP-92. Synergy scores: CSS=45.2, Synergy_ZIP=-4.87, Synergy_Bliss=-4.76, Synergy_Loewe=-3.05, Synergy_HSA=-0.686. (2) Cell line: KM12. Synergy scores: CSS=43.9, Synergy_ZIP=-1.31, Synergy_Bliss=-1.46, Synergy_Loewe=1.00, Synergy_HSA=1.32. Drug 2: CCCCC(=O)OCC(=O)C1(CC(C2=C(C1)C(=C3C(=C2O)C(=O)C4=C(C3=O)C=CC=C4OC)O)OC5CC(C(C(O5)C)O)NC(=O)C(F)(F)F)O. Drug 1: C1=NC2=C(N1)C(=S)N=C(N2)N. (3) Cell line: T-47D. Synergy scores: CSS=21.3, Synergy_ZIP=-0.0759, Synergy_Bliss=-2.54, Synergy_Loewe=0.777, Synergy_HSA=1.37. Drug 2: C1CC(CNC1)C2=CC=C(C=C2)N3C=C4C=CC=C(C4=N3)C(=O)N. Drug 1: C1CC(C1)(C(=O)O)C(=O)O.[NH2-].[NH2-].[Pt+2]. (4) Drug 2: CCC1=C2CN3C(=CC4=C(C3=O)COC(=O)C4(CC)O)C2=NC5=C1C=C(C=C5)O. Synergy scores: CSS=35.4, Synergy_ZIP=-0.859, Synergy_Bliss=2.70, Synergy_Loewe=4.54, Synergy_HSA=4.23. Cell line: EKVX. Drug 1: C1=CC(=C2C(=C1NCCNCCO)C(=O)C3=C(C=CC(=C3C2=O)O)O)NCCNCCO.